Dataset: Experimentally validated miRNA-target interactions with 360,000+ pairs, plus equal number of negative samples. Task: Binary Classification. Given a miRNA mature sequence and a target amino acid sequence, predict their likelihood of interaction. (1) The miRNA is hsa-miR-4251 with sequence CCUGAGAAAAGGGCCAA. The protein sequence of the target gene is MDPLSPPLCTLPPGPEPPRFVCYCEGEESGEGDRGGFNLYVTDAAELWSTCFTPDSLAALKARFGLSAAEDITPRFRAACEQQAVALTLQEDRASLTLSGGPSALAFDLSKVPGPEAAPRLRALTLGLAKRVWSLERRLAAAEETAVSPRKSPRPAGPQLFLPDPDPQRGGPGPGVRRRCPGESLINPGFKSKKPAGGVDFDET. Result: 0 (no interaction). (2) The miRNA is hsa-miR-3529-5p with sequence AGGUAGACUGGGAUUUGUUGUU. The protein sequence of the target gene is MDSLYVEEVAASLVREFLSRKGLNKTFVTMDQERPRCELSINSRNDLRKVLHLEFLYKENKAKEKPLRTNLELITRYFLDNVGNTDNSESQEVPIPAIPVPKKNNKLPLRHSETTLVNIYDLSDEDTGRRTSWSEAGKARHDSLDGDILGNFVSSKKPSHKSKAAHVDLGDSLPLVPAWEKVDQLHSSEPGIDVKKTMERTRPKSGLIVRGMMAGPVASSPQDSFRKRSLRRSSALSRKLQTPEEIQQQSEPFVHTPAYLGPQEVPDSSSDSVSRSPLGQLNELSIEKPNVTSSSQGLSQ.... Result: 0 (no interaction). (3) The protein sequence of the target gene is MAGEEERGDGDPVSVVTVRVQYLEDTDPFACANFPEPRRAPTCSLDGALPLSAQIPALHRLLGAPLKLEDCALQVSPSGYYLDPELSLEEQREMLEGFYEEISKGRKPTLILRTQLSVRVNAILEKLYGSSGPELRRSLFSLKQIFQEDKDLVPEFVHSEGLSCLIRVGAAADHNYQSYILRALGQLMLFVDGMLGVVAHSETVQWLYTLCASLSRLVVKTALKLLLVFVEYSENNAPLFIQAVNAVASATGTLPWANLVSILEEKNGADAELLVYTVTLINKTLAALPDQDSFYDVTDA.... The miRNA is mmu-miR-467f with sequence AUAUACACACACACACCUACA. Result: 1 (interaction). (4) The miRNA is hsa-miR-1264 with sequence CAAGUCUUAUUUGAGCACCUGUU. The protein sequence of the target gene is MSPAFRAMDVEPRAKGVLLEPFVHQVGGHSCVLRFNETTLCKPLVPREHQFYETLPAEMRKFTPQYKGVVSVRFEEDEDRNLCLIAYPLKGDHGIVDIVDNSDCEPKSKLLRWTTNKKHHVLETEKTPKDWVRQHRKEEKMKSHKLEEEFEWLKKSEVLYYTVEKKGNISSQLKHYNPWSMKCHQQQLQRMKENAKHRNQYKFILLENLTSRYEVPCVLDLKMGTRQHGDDASEEKAANQIRKCQQSTSAVIGVRVCGMQVYQAGSGQLMFMNKYHGRKLSVQGFKEALFQFFHNGRYLR.... Result: 1 (interaction). (5) The miRNA is hsa-miR-4747-5p with sequence AGGGAAGGAGGCUUGGUCUUAG. The protein sequence of the target gene is MASLGHILVFCVGLLTMAKAESPKEHDPFTYDYQSLQIGGLVIAGILFILGILIVLSRRCRCKFNQQQRTGEPDEEEGTFRSSIRRLSTRRR. Result: 1 (interaction). (6) The miRNA is hsa-miR-4800-3p with sequence CAUCCGUCCGUCUGUCCAC. The protein sequence of the target gene is MVMYARKQQRLSDGCHDRRGDSQPYQALKYSSKSHPSSGDHRHEKMRDAGDPSPPNKMLRRSDSPENKYSDSTGHSKAKNVHTHRVRERDGGTSYSPQENSHNHSALHSSNSHSSNPSNNPSKTSDAPYDSADDWSEHISSSGKKYYYNCRTEVSQWEKPKEWLEREQRQKEANKMAVNSFPKDRDYRREVMQATATSGFASGMEDKHSSDASSLLPQNILSQTSRHNDRDYRLPRAETHSSSTPVQHPIKPVVHPTATPSTVPSSPFTLQSDHQPKKSFDANGASTLSKLPTPTSSVPA.... Result: 0 (no interaction). (7) The miRNA is mmu-miR-365-3p with sequence UAAUGCCCCUAAAAAUCCUUAU. The protein sequence of the target gene is MAVDVAEYHLSVIKSPPGWEVGVYAAGALALLGIAAVSLWKLWTSGSFPSPSPFPNYDYRYLQQKYGESCAEAREKRVPAWNAQRASTRGPPSRKGSLSIEDTFESISELGPLELMGRELDLAPYGTLRKSQSADSLNSISSVSNTFGQDFTLGQVEVSMEYDTASHTLNVAVMQGKDLLEREEASFESCFMRVSLLPDEQIVGISRIQRNAYSIFFDEKFSIPLDPTALEEKSLRFSVFGIDEDERNVSTGVVELKLSVLDLPLQPFSGWLYLQDQNKAADAVGEILLSLSYLPTAERL.... Result: 0 (no interaction).